This data is from Catalyst prediction with 721,799 reactions and 888 catalyst types from USPTO. The task is: Predict which catalyst facilitates the given reaction. (1) Reactant: [C:1]([O:8]CC)(=O)[CH2:2][CH:3]=[CH:4][CH:5]=[CH2:6].[H-].[Al+3].[Li+].[H-].[H-].[H-].N1C=CC=CC=1.[C:23]1([CH3:33])[CH:28]=[CH:27][C:26]([S:29](Cl)(=[O:31])=[O:30])=[CH:25][CH:24]=1. Product: [CH3:33][C:23]1[CH:28]=[CH:27][C:26]([S:29]([O:8][CH2:1][CH2:2][CH:3]=[CH:4][CH:5]=[CH2:6])(=[O:31])=[O:30])=[CH:25][CH:24]=1. The catalyst class is: 7. (2) Reactant: [NH2:1][C:2]1[C:7]([F:8])=[CH:6][N:5]([S:9]([C:12]2[CH:17]=[CH:16][C:15]([O:18][CH3:19])=[CH:14][CH:13]=2)(=[O:11])=[O:10])[C:4](=[O:20])[N:3]=1.N1C=CC=CC=1.[C:27](OC(=O)C)(=[O:29])[CH3:28]. Product: [F:8][C:7]1[C:2](=[N:1][C:27](=[O:29])[CH3:28])[NH:3][C:4](=[O:20])[N:5]([S:9]([C:12]2[CH:13]=[CH:14][C:15]([O:18][CH3:19])=[CH:16][CH:17]=2)(=[O:10])=[O:11])[CH:6]=1. The catalyst class is: 10. (3) Reactant: [Cl-].[F:2][CH2:3][C@@H:4]([NH3+:24])[C@H:5]([OH:23])[C:6]1[CH:11]=[CH:10][C:9]([C:12]2[O:16][N:15]=[C:14]([CH2:17][NH:18][S:19]([CH3:22])(=[O:21])=[O:20])[CH:13]=2)=[CH:8][CH:7]=1.C(N(C(C)C)CC)(C)C.[Cl:34][CH:35]([Cl:39])[C:36](Cl)=[O:37]. Product: [Cl:34][CH:35]([Cl:39])[C:36]([NH:24][C@H:4]([CH2:3][F:2])[C@H:5]([OH:23])[C:6]1[CH:11]=[CH:10][C:9]([C:12]2[O:16][N:15]=[C:14]([CH2:17][NH:18][S:19]([CH3:22])(=[O:21])=[O:20])[CH:13]=2)=[CH:8][CH:7]=1)=[O:37]. The catalyst class is: 9. (4) Reactant: [CH3:1][N:2]1[C:6]2[C:7]([C:11]([O:13][CH3:14])=[O:12])=[CH:8][CH:9]=[CH:10][C:5]=2[NH:4][C:3]1=[O:15].[Cl:16]N1C(=O)CCC1=O.N(C(C)(C)C#N)=NC(C)(C)C#N. Product: [Cl:16][C:10]1[C:5]2[NH:4][C:3](=[O:15])[N:2]([CH3:1])[C:6]=2[C:7]([C:11]([O:13][CH3:14])=[O:12])=[CH:8][CH:9]=1. The catalyst class is: 53. (5) Reactant: C([NH:4][C:5]1[CH:13]=[C:12]([C:14]2[CH:19]=[CH:18][CH:17]=[CH:16][CH:15]=2)[C:11]([O:20][CH3:21])=[CH:10][C:6]=1[C:7]([OH:9])=[O:8])(=O)C. Product: [NH2:4][C:5]1[CH:13]=[C:12]([C:14]2[CH:19]=[CH:18][CH:17]=[CH:16][CH:15]=2)[C:11]([O:20][CH3:21])=[CH:10][C:6]=1[C:7]([OH:9])=[O:8]. The catalyst class is: 393. (6) Reactant: Br[C:2]1[C:6]([CH3:8])([CH3:7])[O:5]/[C:4](=[C:9]2/[C:10](=[O:19])[NH:11][C:12]3[C:17]/2=[CH:16][CH:15]=[C:14]([F:18])[CH:13]=3)/[CH:3]=1.[NH:20]1[CH2:25][CH2:24][O:23][CH2:22][CH2:21]1.C1CCN2C(=NCCC2)CC1.C1C[O:40][CH2:39]C1. Product: [CH3:7][C:6]1([CH3:8])[O:5]/[C:4](=[C:9]2/[C:10](=[O:19])[NH:11][C:12]3[C:17]/2=[CH:16][CH:15]=[C:14]([F:18])[CH:13]=3)/[CH:3]=[C:2]1[C:39]([N:20]1[CH2:25][CH2:24][O:23][CH2:22][CH2:21]1)=[O:40]. The catalyst class is: 167. (7) The catalyst class is: 30. Reactant: [CH2:1]([C:5]1[N:10]=[C:9]([CH3:11])[N:8]([C:12]2[CH:17]=[CH:16][C:15]([OH:18])=[CH:14][CH:13]=2)[C:7](=[O:19])[C:6]=1[CH2:20][C:21]1[CH:26]=[CH:25][C:24]([C:27]2[CH:32]=[CH:31][CH:30]=[CH:29][C:28]=2[C:33]2[NH:37][C:36](=[O:38])[O:35][N:34]=2)=[CH:23][CH:22]=1)[CH2:2][CH2:3][CH3:4].[Si]([O:46][CH:47]1[CH2:52][CH2:51][CH:50](O)[CH2:49][CH2:48]1)(C(C)(C)C)(C)C.C1(P(C2C=CC=CC=2)C2C=CC=CC=2)C=CC=CC=1.N(C(OC(C)C)=O)=NC(OC(C)C)=O. Product: [CH2:1]([C:5]1[N:10]=[C:9]([CH3:11])[N:8]([C:12]2[CH:17]=[CH:16][C:15]([O:18][C@H:50]3[CH2:51][CH2:52][C@@H:47]([OH:46])[CH2:48][CH2:49]3)=[CH:14][CH:13]=2)[C:7](=[O:19])[C:6]=1[CH2:20][C:21]1[CH:26]=[CH:25][C:24]([C:27]2[CH:32]=[CH:31][CH:30]=[CH:29][C:28]=2[C:33]2[NH:37][C:36](=[O:38])[O:35][N:34]=2)=[CH:23][CH:22]=1)[CH2:2][CH2:3][CH3:4]. (8) Reactant: [CH:1]1([OH:6])[CH2:5][CH2:4][CH2:3][CH2:2]1.Cl[C:8]([O:10][C:11]1[CH:16]=[CH:15][C:14]([N+:17]([O-:19])=[O:18])=[CH:13][CH:12]=1)=[O:9].C(N(CC)CC)C. Product: [C:8](=[O:9])([O:10][C:11]1[CH:12]=[CH:13][C:14]([N+:17]([O-:19])=[O:18])=[CH:15][CH:16]=1)[O:6][CH:1]1[CH2:5][CH2:4][CH2:3][CH2:2]1. The catalyst class is: 2. (9) Reactant: [O:1]1[CH2:5][CH2:4][O:3][CH:2]1[C:6]1[CH:7]=[C:8](/[CH:15]=[CH:16]/[C:17]([O:19][CH3:20])=[O:18])[S:9][C:10]=1[Si](C)(C)C.O.O1CCCC1.[F-].C([N+](CCCC)(CCCC)CCCC)CCC.[Cl-].[NH4+]. Product: [O:1]1[CH2:5][CH2:4][O:3][CH:2]1[C:6]1[CH:7]=[C:8](/[CH:15]=[CH:16]/[C:17]([O:19][CH3:20])=[O:18])[S:9][CH:10]=1. The catalyst class is: 7. (10) Reactant: Cl[N:2]([C:13]1[CH:18]=[CH:17][CH:16]=[CH:15][CH:14]=1)[C:3]1[CH:4]=[N:5][C:6]2[C:11]([CH:12]=1)=[CH:10][CH:9]=[CH:8][CH:7]=2.C(O)(C(F)(F)F)=O.N. Product: [CH:17]1[CH:16]=[CH:15][CH:14]=[C:13]2[C:18]=1[C:4]1[C:12](=[C:11]3[C:6]([N:5]=1)=[CH:7][CH:8]=[CH:9][CH2:10]3)[CH:3]=[N:2]2. The catalyst class is: 318.